This data is from Forward reaction prediction with 1.9M reactions from USPTO patents (1976-2016). The task is: Predict the product of the given reaction. (1) Given the reactants [Cl:1][C:2]1[C:7](Cl)=[C:6]([N+:9]([O-:11])=[O:10])[CH:5]=[CH:4][C:3]=1[O:12][CH3:13].[CH2:14]([CH2:16][NH2:17])[OH:15], predict the reaction product. The product is: [Cl:1][C:2]1[C:3]([O:12][CH3:13])=[CH:4][CH:5]=[C:6]([N+:9]([O-:11])=[O:10])[C:7]=1[NH:17][CH2:16][CH2:14][OH:15]. (2) Given the reactants [F:1][C:2]1[CH:7]=[CH:6][C:5]([C:8]2[NH:9][CH:10]=[C:11]([C:19]3[CH2:20][CH2:21][NH:22][CH2:23][CH:24]=3)[C:12]=2[C:13]2[CH:18]=[CH:17][N:16]=[CH:15][CH:14]=2)=[CH:4][CH:3]=1.[CH2:25]([O:27][C:28]([C:30]1[CH:38]=[CH:37][C:33]([CH2:34][CH2:35]Br)=[CH:32][CH:31]=1)=[O:29])[CH3:26].C(=O)([O-])[O-].[K+].[K+].O, predict the reaction product. The product is: [CH2:25]([O:27][C:28]([C:30]1[CH:31]=[CH:32][C:33]([CH2:34][CH2:35][N:22]2[CH2:21][CH:20]=[C:19]([C:11]3[C:12]([C:13]4[CH:18]=[CH:17][N:16]=[CH:15][CH:14]=4)=[C:8]([C:5]4[CH:6]=[CH:7][C:2]([F:1])=[CH:3][CH:4]=4)[NH:9][CH:10]=3)[CH2:24][CH2:23]2)=[CH:37][CH:38]=1)=[O:29])[CH3:26]. (3) The product is: [CH2:1]([O:3][C:4](=[O:13])[C:5]1[CH:10]=[CH:9][C:8]([O:11][C:15]2[CH:20]=[CH:19][CH:18]=[CH:17][N:16]=2)=[CH:7][C:6]=1[CH3:12])[CH3:2]. Given the reactants [CH2:1]([O:3][C:4](=[O:13])[C:5]1[CH:10]=[CH:9][C:8]([OH:11])=[CH:7][C:6]=1[CH3:12])[CH3:2].I[C:15]1[CH:20]=[CH:19][CH:18]=[CH:17][N:16]=1.CC(C)(C(=O)CC(=O)C(C)(C)C)C.C(=O)([O-])[O-].[Cs+].[Cs+], predict the reaction product. (4) Given the reactants [CH2:1]([O:3][C:4](=[O:27])[CH2:5][N:6]1[C:14]2[C:9](=[C:10]([Br:15])[CH:11]=[CH:12][CH:13]=2)[C:8]([C:17]2[CH:22]=[C:21]([F:23])[C:20]([F:24])=[CH:19][C:18]=2[OH:25])(O)[C:7]1=[O:26])[CH3:2].C([SiH](CC)CC)C.FC(F)(F)C(O)=O, predict the reaction product. The product is: [CH2:1]([O:3][C:4](=[O:27])[CH2:5][N:6]1[C:14]2[C:9](=[C:10]([Br:15])[CH:11]=[CH:12][CH:13]=2)[CH:8]([C:17]2[CH:22]=[C:21]([F:23])[C:20]([F:24])=[CH:19][C:18]=2[OH:25])[C:7]1=[O:26])[CH3:2]. (5) Given the reactants [NH2:1][C:2]1[C:7]([C:8](=[O:10])[NH2:9])=[CH:6][CH:5]=[CH:4][C:3]=1[NH:11][C:12]([C:14]1[S:15][C:16]([C:19](=[O:21])[CH3:20])=[CH:17][CH:18]=1)=O.C(O)(=O)C, predict the reaction product. The product is: [C:19]([C:16]1[S:15][C:14]([C:12]2[NH:11][C:3]3[CH:4]=[CH:5][CH:6]=[C:7]([C:8]([NH2:9])=[O:10])[C:2]=3[N:1]=2)=[CH:18][CH:17]=1)(=[O:21])[CH3:20].